Dataset: Reaction yield outcomes from USPTO patents with 853,638 reactions. Task: Predict the reaction yield, written as a fraction of the theoretical maximum amount of product (1.0 means a 100% yield; for example, 0.34 means a 34% yield). (1) The reactants are [OH:1][CH2:2][CH:3]1[CH2:8][CH2:7][CH2:6][N:5]([C:9]([O:11][CH2:12][C:13]2[CH:18]=[CH:17][CH:16]=[CH:15][CH:14]=2)=[O:10])[CH2:4]1.CC(OI1(O[C:38](C)=[O:39])(OC(C)=O)OC(=O)C2C1=CC=CC=2)=O.C(=O)([O-])O.[Na+].S([O-])([O-])(=O)=S.[Na+].[Na+].P([O-])(O)(O)=O.[Na+].CC(=CC)C.Cl([O-])=O.[Na+].Cl.[CH3:69][NH:70]OC.F[P-](F)(F)(F)(F)F.N1(OC(N(C)C)=[N+](C)C)C2N=CC=CC=2N=N1.C(N(CC)CC)C. The catalyst is ClCCl.O. The product is [CH3:38][O:39][N:70]([CH3:69])[C:2]([CH:3]1[CH2:8][CH2:7][CH2:6][N:5]([C:9]([O:11][CH2:12][C:13]2[CH:14]=[CH:15][CH:16]=[CH:17][CH:18]=2)=[O:10])[CH2:4]1)=[O:1]. The yield is 0.590. (2) The catalyst is O. The product is [CH3:1][N:2]1[C@@H:19]2[CH2:20][C:7]3[CH:8]=[CH:9][C:10]([O:22][CH3:23])=[C:11]4[O:12][C@H:13]5[C:14]([CH2:16][CH2:17][C@:18]2([OH:21])[C@:5]5([C:6]=34)[CH2:4][CH2:3]1)=[O:15].[ClH:28]. The yield is 0.964. The reactants are [CH3:1][N:2]1[C@@H:19]2[CH2:20][C:7]3[CH:8]=[CH:9][C:10]([O:22][CH3:23])=[C:11]4[O:12][C@H:13]5[C:14]([CH2:16][CH2:17][C@:18]2([OH:21])[C@:5]5([C:6]=34)[CH2:4][CH2:3]1)=[O:15].C(O)(=O)C.[ClH:28].